From a dataset of Peptide-MHC class II binding affinity with 134,281 pairs from IEDB. Regression. Given a peptide amino acid sequence and an MHC pseudo amino acid sequence, predict their binding affinity value. This is MHC class II binding data. (1) The peptide sequence is LNVLAWLYAAVINGD. The MHC is DRB1_0101 with pseudo-sequence DRB1_0101. The binding affinity (normalized) is 0.826. (2) The peptide sequence is ILSEGNSFTAPNESY. The MHC is DRB5_0101 with pseudo-sequence DRB5_0101. The binding affinity (normalized) is 0.0609. (3) The peptide sequence is VKLVDANGKLHDKKS. The MHC is HLA-DQA10401-DQB10402 with pseudo-sequence HLA-DQA10401-DQB10402. The binding affinity (normalized) is 0. (4) The peptide sequence is GINTIPIAINEAEYV. The MHC is HLA-DQA10201-DQB10202 with pseudo-sequence HLA-DQA10201-DQB10202. The binding affinity (normalized) is 0.374.